From a dataset of Forward reaction prediction with 1.9M reactions from USPTO patents (1976-2016). Predict the product of the given reaction. Given the reactants C([O:3][C:4](=[O:16])[CH2:5][CH2:6][C:7]1[CH:12]=[CH:11][C:10]([C:13]#[N:14])=[C:9]([OH:15])[CH:8]=1)C.[OH-].[Na+], predict the reaction product. The product is: [C:13]([C:10]1[CH:11]=[CH:12][C:7]([CH2:6][CH2:5][C:4]([OH:16])=[O:3])=[CH:8][C:9]=1[OH:15])#[N:14].